Dataset: NCI-60 drug combinations with 297,098 pairs across 59 cell lines. Task: Regression. Given two drug SMILES strings and cell line genomic features, predict the synergy score measuring deviation from expected non-interaction effect. (1) Drug 2: C(CCl)NC(=O)N(CCCl)N=O. Synergy scores: CSS=72.8, Synergy_ZIP=-1.35, Synergy_Bliss=1.44, Synergy_Loewe=-26.9, Synergy_HSA=4.05. Cell line: HL-60(TB). Drug 1: CC1C(C(CC(O1)OC2CC(CC3=C2C(=C4C(=C3O)C(=O)C5=C(C4=O)C(=CC=C5)OC)O)(C(=O)CO)O)N)O.Cl. (2) Drug 1: C1=CC(=CC=C1CCCC(=O)O)N(CCCl)CCCl. Drug 2: C1=CC=C(C=C1)NC(=O)CCCCCCC(=O)NO. Cell line: CCRF-CEM. Synergy scores: CSS=74.5, Synergy_ZIP=-3.66, Synergy_Bliss=-5.91, Synergy_Loewe=-3.99, Synergy_HSA=-3.17. (3) Drug 1: CC1=C(C(=CC=C1)Cl)NC(=O)C2=CN=C(S2)NC3=CC(=NC(=N3)C)N4CCN(CC4)CCO. Drug 2: C1CC(=O)NC(=O)C1N2C(=O)C3=CC=CC=C3C2=O. Cell line: MALME-3M. Synergy scores: CSS=-2.12, Synergy_ZIP=2.86, Synergy_Bliss=3.03, Synergy_Loewe=1.30, Synergy_HSA=-2.78. (4) Synergy scores: CSS=7.05, Synergy_ZIP=-2.50, Synergy_Bliss=-1.30, Synergy_Loewe=0.908, Synergy_HSA=-0.592. Drug 1: CNC(=O)C1=NC=CC(=C1)OC2=CC=C(C=C2)NC(=O)NC3=CC(=C(C=C3)Cl)C(F)(F)F. Drug 2: C1CN(P(=O)(OC1)NCCCl)CCCl. Cell line: SF-295. (5) Drug 1: CN1CCC(CC1)COC2=C(C=C3C(=C2)N=CN=C3NC4=C(C=C(C=C4)Br)F)OC. Drug 2: C1CN(CCN1C(=O)CCBr)C(=O)CCBr. Cell line: MALME-3M. Synergy scores: CSS=8.86, Synergy_ZIP=-2.69, Synergy_Bliss=3.17, Synergy_Loewe=2.03, Synergy_HSA=2.73. (6) Drug 1: C1=CC(=C2C(=C1NCCNCCO)C(=O)C3=C(C=CC(=C3C2=O)O)O)NCCNCCO. Drug 2: CC1=CC=C(C=C1)C2=CC(=NN2C3=CC=C(C=C3)S(=O)(=O)N)C(F)(F)F. Cell line: HS 578T. Synergy scores: CSS=21.4, Synergy_ZIP=-2.98, Synergy_Bliss=-5.98, Synergy_Loewe=-30.4, Synergy_HSA=-7.05. (7) Drug 1: CN1C(=O)N2C=NC(=C2N=N1)C(=O)N. Drug 2: C1CN(P(=O)(OC1)NCCCl)CCCl. Cell line: COLO 205. Synergy scores: CSS=5.10, Synergy_ZIP=-0.321, Synergy_Bliss=-8.48, Synergy_Loewe=3.75, Synergy_HSA=-5.34. (8) Cell line: LOX IMVI. Drug 1: CN(C)C1=NC(=NC(=N1)N(C)C)N(C)C. Synergy scores: CSS=0.429, Synergy_ZIP=-3.39, Synergy_Bliss=-7.71, Synergy_Loewe=-4.60, Synergy_HSA=-4.83. Drug 2: CCCCCOC(=O)NC1=NC(=O)N(C=C1F)C2C(C(C(O2)C)O)O.